From a dataset of Full USPTO retrosynthesis dataset with 1.9M reactions from patents (1976-2016). Predict the reactants needed to synthesize the given product. Given the product [Br:1][C:2]1[CH:3]=[C:4]([NH2:11])[C:5]2[CH:6]=[N:7][N:8]([S:20]([C:14]3[CH:19]=[CH:18][CH:17]=[CH:16][CH:15]=3)(=[O:22])=[O:21])[C:9]=2[CH:10]=1, predict the reactants needed to synthesize it. The reactants are: [Br:1][C:2]1[CH:3]=[C:4]([NH2:11])[C:5]2[CH:6]=[N:7][NH:8][C:9]=2[CH:10]=1.[H-].[Na+].[C:14]1([S:20](Cl)(=[O:22])=[O:21])[CH:19]=[CH:18][CH:17]=[CH:16][CH:15]=1.O.